Dataset: Reaction yield outcomes from USPTO patents with 853,638 reactions. Task: Predict the reaction yield, written as a fraction of the theoretical maximum amount of product (1.0 means a 100% yield; for example, 0.34 means a 34% yield). (1) The reactants are [CH2:1]([C@@H:8]1[C:15](=[O:16])[NH:14][CH2:13][C:12]2[CH:17]=[CH:18][CH:19]=[CH:20][C:11]=2[CH2:10][N:9]1[S:21]([C:24]1[CH:25]=[CH:26][CH:27]=[C:28]2[C:33]=1[N:32]=[CH:31][CH:30]=[CH:29]2)(=[O:23])=[O:22])[C:2]1[CH:7]=[CH:6][CH:5]=[CH:4][CH:3]=1.[H-].[Na+].[CH3:36]I. The catalyst is C1COCC1.O. The product is [CH2:1]([C@@H:8]1[C:15](=[O:16])[N:14]([CH3:36])[CH2:13][C:12]2[CH:17]=[CH:18][CH:19]=[CH:20][C:11]=2[CH2:10][N:9]1[S:21]([C:24]1[CH:25]=[CH:26][CH:27]=[C:28]2[C:33]=1[N:32]=[CH:31][CH:30]=[CH:29]2)(=[O:22])=[O:23])[C:2]1[CH:7]=[CH:6][CH:5]=[CH:4][CH:3]=1. The yield is 0.960. (2) The reactants are C(=O)(O)O.[NH2:5][NH:6][C:7]([NH2:9])=[NH:8].O=[C:11]1[C:19]2[C:14](=[CH:15][CH:16]=[C:17]([NH:20][S:21]([C:24]3[CH:33]=[CH:32][C:31]4[C:26](=[CH:27][CH:28]=[CH:29][CH:30]=4)[CH:25]=3)(=[O:23])=[O:22])[CH:18]=2)[CH2:13][CH2:12]1.[ClH:34]. The catalyst is CO. The product is [ClH:34].[CH:25]1[C:26]2[C:31](=[CH:30][CH:29]=[CH:28][CH:27]=2)[CH:32]=[CH:33][C:24]=1[S:21]([NH:20][C:17]1[CH:18]=[C:19]2[C:14]([CH2:13][CH2:12][C:11]2=[N:5][NH:6][C:7](=[NH:9])[NH2:8])=[CH:15][CH:16]=1)(=[O:23])=[O:22]. The yield is 0.360. (3) The reactants are [NH2:1][CH2:2][CH2:3][C:4]1[CH2:5][C:6]([CH2:15][OH:16])([CH:9]=[C:10]([CH2:12][CH2:13][NH2:14])[CH:11]=1)CO.[C:17](O[C:17]([O:19][C:20]([CH3:23])([CH3:22])[CH3:21])=[O:18])([O:19][C:20]([CH3:23])([CH3:22])[CH3:21])=[O:18]. The catalyst is C1COCC1.[OH-].[Na+]. The product is [C:20]([O:19][C:17]([NH:14][CH2:13][CH2:12][C:10]1[CH:9]=[C:6]([CH:5]=[C:4]([CH2:3][CH2:2][NH:1][C:17]([O:19][C:20]([CH3:23])([CH3:22])[CH3:21])=[O:18])[CH:11]=1)[CH2:15][OH:16])=[O:18])([CH3:23])([CH3:22])[CH3:21]. The yield is 0.670. (4) The reactants are C(O)=O.C(N(CC)CC)C.ClCCl.[CH3:14][C:15]1[CH:23]=[CH:22][CH:21]=[C:20]2[C:16]=1[CH2:17][CH2:18][C:19]2=[O:24]. The catalyst is O. The product is [CH3:14][C:15]1[CH:23]=[CH:22][CH:21]=[C:20]2[C:16]=1[CH2:17][CH2:18][C@@H:19]2[OH:24]. The yield is 0.930.